This data is from Forward reaction prediction with 1.9M reactions from USPTO patents (1976-2016). The task is: Predict the product of the given reaction. (1) Given the reactants ClC1C=C(C=CC=1Cl)[O:5][CH:6]1[CH2:11][CH2:10][N:9]([S:12]([C:15]2[C:16]([CH3:22])=[N:17][N:18]([CH3:21])[C:19]=2[CH3:20])(=[O:14])=[O:13])[CH2:8][CH2:7]1.CN1C(C)=C(S(Cl)(=O)=O)C(C)=N1.Cl.[Cl:40][C:41]1[CH:54]=[CH:53][C:44]([CH2:45]C2(O)CCNCC2)=[C:43]([O:55][CH3:56])[CH:42]=1, predict the reaction product. The product is: [Cl:40][C:41]1[CH:54]=[CH:53][C:44]([CH2:45][C:6]2([OH:5])[CH2:7][CH2:8][N:9]([S:12]([C:15]3[C:16]([CH3:22])=[N:17][N:18]([CH3:21])[C:19]=3[CH3:20])(=[O:13])=[O:14])[CH2:10][CH2:11]2)=[C:43]([O:55][CH3:56])[CH:42]=1. (2) Given the reactants CC(C[AlH]CC(C)C)C.[CH3:10][C:11]1[C:12]([C:27](OC)=[O:28])=[CH:13][C:14]([C:17]2[CH:18]=[N:19][C:20]([C:23]([F:26])([F:25])[F:24])=[N:21][CH:22]=2)=[N:15][CH:16]=1, predict the reaction product. The product is: [CH3:10][C:11]1[C:12]([CH2:27][OH:28])=[CH:13][C:14]([C:17]2[CH:22]=[N:21][C:20]([C:23]([F:26])([F:25])[F:24])=[N:19][CH:18]=2)=[N:15][CH:16]=1.